From a dataset of Reaction yield outcomes from USPTO patents with 853,638 reactions. Predict the reaction yield, written as a fraction of the theoretical maximum amount of product (1.0 means a 100% yield; for example, 0.34 means a 34% yield). (1) The reactants are [N+:1]([C:4]1[CH:15]=[CH:14][CH:13]=[CH:12][C:5]=1[CH2:6][NH:7][CH2:8][CH2:9][CH2:10][OH:11])([O-:3])=[O:2].N1C=CN=C1.[C:21]([Si:25](Cl)([C:32]1[CH:37]=[CH:36][CH:35]=[CH:34][CH:33]=1)[C:26]1[CH:31]=[CH:30][CH:29]=[CH:28][CH:27]=1)([CH3:24])([CH3:23])[CH3:22]. The catalyst is ClCCl. The product is [Si:25]([O:11][CH2:10][CH2:9][CH2:8][NH:7][CH2:6][C:5]1[CH:12]=[CH:13][CH:14]=[CH:15][C:4]=1[N+:1]([O-:3])=[O:2])([C:21]([CH3:24])([CH3:23])[CH3:22])([C:32]1[CH:33]=[CH:34][CH:35]=[CH:36][CH:37]=1)[C:26]1[CH:31]=[CH:30][CH:29]=[CH:28][CH:27]=1. The yield is 0.800. (2) The reactants are [CH3:1][O:2][C:3]([C:5]1[S:6][C:7](Br)=[CH:8][C:9]=1[N:10]([C@H:20]1[CH2:25][CH2:24][C@@H:23]([F:26])[CH2:22][CH2:21]1)[C:11]([C@H:13]1[CH2:18][CH2:17][C@H:16]([CH3:19])[CH2:15][CH2:14]1)=[O:12])=[O:4].[C:28]1(B(O)O)[CH2:33][CH2:32][CH2:31][CH2:30][CH:29]=1. The catalyst is C([O-])([O-])=O.[Na+].[Na+].COCCOC.C(OCC)(=O)C.C1C=CC([P]([Pd]([P](C2C=CC=CC=2)(C2C=CC=CC=2)C2C=CC=CC=2)([P](C2C=CC=CC=2)(C2C=CC=CC=2)C2C=CC=CC=2)[P](C2C=CC=CC=2)(C2C=CC=CC=2)C2C=CC=CC=2)(C2C=CC=CC=2)C2C=CC=CC=2)=CC=1. The product is [CH3:1][O:2][C:3]([C:5]1[S:6][C:7]([C:28]2[CH2:33][CH2:32][CH2:31][CH2:30][CH:29]=2)=[CH:8][C:9]=1[N:10]([C@H:20]1[CH2:25][CH2:24][C@@H:23]([F:26])[CH2:22][CH2:21]1)[C:11]([C@H:13]1[CH2:18][CH2:17][C@H:16]([CH3:19])[CH2:15][CH2:14]1)=[O:12])=[O:4]. The yield is 0.500.